Dataset: Full USPTO retrosynthesis dataset with 1.9M reactions from patents (1976-2016). Task: Predict the reactants needed to synthesize the given product. (1) The reactants are: [C:1]([C:3]1[CH:4]=[C:5]2[C:10](=[CH:11][C:12]=1F)[O:9][CH2:8][CH2:7][CH:6]2[C:14]([O:16][CH3:17])=[O:15])#[N:2].[OH:18][C:19]1[CH:31]=[CH:30][C:22]([C:23]([O:25][C:26]([CH3:29])([CH3:28])[CH3:27])=[O:24])=[CH:21][CH:20]=1.C([O-])([O-])=O.[K+].[K+]. Given the product [C:26]([O:25][C:23]([C:22]1[CH:21]=[CH:20][C:19]([O:18][C:12]2[CH:11]=[C:10]3[C:5]([CH:6]([C:14]([O:16][CH3:17])=[O:15])[CH2:7][CH2:8][O:9]3)=[CH:4][C:3]=2[C:1]#[N:2])=[CH:31][CH:30]=1)=[O:24])([CH3:29])([CH3:27])[CH3:28], predict the reactants needed to synthesize it. (2) The reactants are: [OH:1][N:2]=[C:3](Cl)[C:4]1[CH:9]=[CH:8][CH:7]=[CH:6][CH:5]=1.[C:11]([O:15][CH3:16])(=[O:14])[CH:12]=[CH2:13].C(=O)(O)[O-].[Na+].O. Given the product [C:4]1([C:3]2[CH2:13][CH:12]([C:11]([O:15][CH3:16])=[O:14])[O:1][N:2]=2)[CH:9]=[CH:8][CH:7]=[CH:6][CH:5]=1, predict the reactants needed to synthesize it. (3) Given the product [C:26]([O:29][C:30]1[CH:38]=[CH:37][CH:36]=[C:32]([C:33]([N:20]2[CH2:21][CH2:22][CH:17]([N:15]3[C:14](=[O:23])[C:13]([CH3:25])([CH3:24])[C:12]([C:6]4[CH:7]=[CH:8][C:9]([O:10][CH3:11])=[C:4]([O:3][CH3:2])[CH:5]=4)=[N:16]3)[CH2:18][CH2:19]2)=[O:34])[CH:31]=1)(=[O:28])[CH3:27], predict the reactants needed to synthesize it. The reactants are: Cl.[CH3:2][O:3][C:4]1[CH:5]=[C:6]([C:12]2[C:13]([CH3:25])([CH3:24])[C:14](=[O:23])[N:15]([CH:17]3[CH2:22][CH2:21][NH:20][CH2:19][CH2:18]3)[N:16]=2)[CH:7]=[CH:8][C:9]=1[O:10][CH3:11].[C:26]([O:29][C:30]1[CH:31]=[C:32]([CH:36]=[CH:37][CH:38]=1)[C:33](O)=[O:34])(=[O:28])[CH3:27].C1CCC(N=C=NC2CCCCC2)CC1.